This data is from NCI-60 drug combinations with 297,098 pairs across 59 cell lines. The task is: Regression. Given two drug SMILES strings and cell line genomic features, predict the synergy score measuring deviation from expected non-interaction effect. (1) Drug 1: C1=C(C(=O)NC(=O)N1)F. Drug 2: CS(=O)(=O)OCCCCOS(=O)(=O)C. Cell line: HL-60(TB). Synergy scores: CSS=72.2, Synergy_ZIP=-3.96, Synergy_Bliss=-5.92, Synergy_Loewe=-4.95, Synergy_HSA=-1.81. (2) Drug 1: CC1=CC=C(C=C1)C2=CC(=NN2C3=CC=C(C=C3)S(=O)(=O)N)C(F)(F)F. Drug 2: CC=C1C(=O)NC(C(=O)OC2CC(=O)NC(C(=O)NC(CSSCCC=C2)C(=O)N1)C(C)C)C(C)C. Cell line: RXF 393. Synergy scores: CSS=29.3, Synergy_ZIP=-9.02, Synergy_Bliss=-1.88, Synergy_Loewe=-40.0, Synergy_HSA=-0.802. (3) Drug 1: CC1=C(C=C(C=C1)NC2=NC=CC(=N2)N(C)C3=CC4=NN(C(=C4C=C3)C)C)S(=O)(=O)N.Cl. Cell line: KM12. Drug 2: C1=C(C(=O)NC(=O)N1)F. Synergy scores: CSS=38.5, Synergy_ZIP=-5.92, Synergy_Bliss=-12.0, Synergy_Loewe=-14.6, Synergy_HSA=-10.7. (4) Drug 1: CC1=C(C=C(C=C1)C(=O)NC2=CC(=CC(=C2)C(F)(F)F)N3C=C(N=C3)C)NC4=NC=CC(=N4)C5=CN=CC=C5. Drug 2: CC1=C2C(C(=O)C3(C(CC4C(C3C(C(C2(C)C)(CC1OC(=O)C(C(C5=CC=CC=C5)NC(=O)C6=CC=CC=C6)O)O)OC(=O)C7=CC=CC=C7)(CO4)OC(=O)C)O)C)OC(=O)C. Cell line: CAKI-1. Synergy scores: CSS=13.4, Synergy_ZIP=-1.16, Synergy_Bliss=2.72, Synergy_Loewe=-11.4, Synergy_HSA=-0.130. (5) Drug 1: C1=CN(C=N1)CC(O)(P(=O)(O)O)P(=O)(O)O. Drug 2: CC(C)NC(=O)C1=CC=C(C=C1)CNNC.Cl. Cell line: HT29. Synergy scores: CSS=4.52, Synergy_ZIP=-0.119, Synergy_Bliss=-0.505, Synergy_Loewe=2.07, Synergy_HSA=-1.84.